From a dataset of Reaction yield outcomes from USPTO patents with 853,638 reactions. Predict the reaction yield, written as a fraction of the theoretical maximum amount of product (1.0 means a 100% yield; for example, 0.34 means a 34% yield). (1) The reactants are [O:1]1[CH2:6][CH2:5][CH2:4][CH2:3][CH:2]1[N:7]1[C:15]2[C:10](=[CH:11][C:12]([C:16]3[N:20]=[CH:19][N:18]([C:21]([C:34]4[CH:39]=[CH:38][CH:37]=[CH:36][CH:35]=4)([C:28]4[CH:33]=[CH:32][CH:31]=[CH:30][CH:29]=4)[C:22]4[CH:27]=[CH:26][CH:25]=[CH:24][CH:23]=4)[N:17]=3)=[CH:13][CH:14]=2)[C:9]([C:40]2[CH:41]=[C:42]([NH2:46])[CH:43]=[CH:44][CH:45]=2)=[N:8]1.[O:47]1[CH:51]=[CH:50][CH:49]=[C:48]1[C:52](Cl)=[O:53].C(N(CC)CC)C. The catalyst is O1CCCC1. The product is [O:47]1[CH:51]=[CH:50][CH:49]=[C:48]1[C:52]([NH:46][C:42]1[CH:43]=[CH:44][CH:45]=[C:40]([C:9]2[C:10]3[C:15](=[CH:14][CH:13]=[C:12]([C:16]4[N:20]=[CH:19][N:18]([C:21]([C:28]5[CH:33]=[CH:32][CH:31]=[CH:30][CH:29]=5)([C:22]5[CH:27]=[CH:26][CH:25]=[CH:24][CH:23]=5)[C:34]5[CH:35]=[CH:36][CH:37]=[CH:38][CH:39]=5)[N:17]=4)[CH:11]=3)[N:7]([CH:2]3[CH2:3][CH2:4][CH2:5][CH2:6][O:1]3)[N:8]=2)[CH:41]=1)=[O:53]. The yield is 0.990. (2) The reactants are [OH-].[Na+].[CH2:3]([N:5]1[CH:9]=[C:8]([C:10]2[CH:33]=[CH:32][C:13]3[N:14]([C:17]4[CH:18]=[C:19]([NH:28]C(=O)C)[CH:20]=[C:21]([N:23]5[CH:27]=[CH:26][CH:25]=[CH:24]5)[CH:22]=4)[CH:15]=[N:16][C:12]=3[CH:11]=2)[CH:7]=[N:6]1)[CH3:4]. The catalyst is C(O)C.C(OCC)(=O)C. The product is [CH2:3]([N:5]1[CH:9]=[C:8]([C:10]2[CH:33]=[CH:32][C:13]3[N:14]([C:17]4[CH:18]=[C:19]([CH:20]=[C:21]([N:23]5[CH:27]=[CH:26][CH:25]=[CH:24]5)[CH:22]=4)[NH2:28])[CH:15]=[N:16][C:12]=3[CH:11]=2)[CH:7]=[N:6]1)[CH3:4]. The yield is 0.780. (3) The reactants are [I:1][C:2]1[C:6]2[CH:7]=[N:8][CH:9]=[CH:10][C:5]=2[N:4]([CH:11]([CH3:14])[CH2:12][OH:13])[CH:3]=1.N1C=CN=C1.[CH3:20][C:21]([Si:24](Cl)([CH3:26])[CH3:25])([CH3:23])[CH3:22].O. The catalyst is C(Cl)Cl. The product is [Si:24]([O:13][CH2:12][CH:11]([N:4]1[C:5]2[CH:10]=[CH:9][N:8]=[CH:7][C:6]=2[C:2]([I:1])=[CH:3]1)[CH3:14])([C:21]([CH3:23])([CH3:22])[CH3:20])([CH3:26])[CH3:25]. The yield is 1.00.